This data is from M1 muscarinic receptor antagonist screen with 61,756 compounds. The task is: Binary Classification. Given a drug SMILES string, predict its activity (active/inactive) in a high-throughput screening assay against a specified biological target. (1) The compound is S(=O)(=O)(N1CCCc2c1cccc2)c1ccc(NC(=O)C2OCCC2)cc1. The result is 1 (active). (2) The result is 0 (inactive). The compound is o1c(C2n3[nH]nnc3=NC(=C2C(OC)=O)C)ccc1. (3) The drug is s\1c=2n(C(C(=C(N2)C)C(OC)=O)c2sccc2)c(=O)c1=C\c1sccc1. The result is 0 (inactive).